From a dataset of NCI-60 drug combinations with 297,098 pairs across 59 cell lines. Regression. Given two drug SMILES strings and cell line genomic features, predict the synergy score measuring deviation from expected non-interaction effect. (1) Drug 1: CN(CC1=CN=C2C(=N1)C(=NC(=N2)N)N)C3=CC=C(C=C3)C(=O)NC(CCC(=O)O)C(=O)O. Drug 2: C1C(C(OC1N2C=NC(=NC2=O)N)CO)O. Cell line: SF-295. Synergy scores: CSS=50.6, Synergy_ZIP=12.9, Synergy_Bliss=12.9, Synergy_Loewe=-9.34, Synergy_HSA=7.77. (2) Drug 1: C1=C(C(=O)NC(=O)N1)F. Drug 2: CC(C)(C#N)C1=CC(=CC(=C1)CN2C=NC=N2)C(C)(C)C#N. Cell line: TK-10. Synergy scores: CSS=15.0, Synergy_ZIP=-1.49, Synergy_Bliss=-4.01, Synergy_Loewe=-3.03, Synergy_HSA=-2.71. (3) Drug 2: CC1CCCC2(C(O2)CC(NC(=O)CC(C(C(=O)C(C1O)C)(C)C)O)C(=CC3=CSC(=N3)C)C)C. Cell line: MALME-3M. Drug 1: CC(C)(C#N)C1=CC(=CC(=C1)CN2C=NC=N2)C(C)(C)C#N. Synergy scores: CSS=33.7, Synergy_ZIP=2.77, Synergy_Bliss=2.63, Synergy_Loewe=-7.83, Synergy_HSA=2.03. (4) Drug 1: CCC1=CC2CC(C3=C(CN(C2)C1)C4=CC=CC=C4N3)(C5=C(C=C6C(=C5)C78CCN9C7C(C=CC9)(C(C(C8N6C)(C(=O)OC)O)OC(=O)C)CC)OC)C(=O)OC.C(C(C(=O)O)O)(C(=O)O)O. Drug 2: C1CC(C1)(C(=O)O)C(=O)O.[NH2-].[NH2-].[Pt+2]. Cell line: M14. Synergy scores: CSS=49.7, Synergy_ZIP=1.68, Synergy_Bliss=2.42, Synergy_Loewe=-20.6, Synergy_HSA=3.69. (5) Drug 1: CC1OCC2C(O1)C(C(C(O2)OC3C4COC(=O)C4C(C5=CC6=C(C=C35)OCO6)C7=CC(=C(C(=C7)OC)O)OC)O)O. Drug 2: C(=O)(N)NO. Cell line: SF-539. Synergy scores: CSS=20.6, Synergy_ZIP=-0.285, Synergy_Bliss=-1.62, Synergy_Loewe=-13.3, Synergy_HSA=-0.699. (6) Drug 1: C1CCC(C1)C(CC#N)N2C=C(C=N2)C3=C4C=CNC4=NC=N3. Drug 2: COC1=C(C=C2C(=C1)N=CN=C2NC3=CC(=C(C=C3)F)Cl)OCCCN4CCOCC4. Cell line: COLO 205. Synergy scores: CSS=8.05, Synergy_ZIP=-0.809, Synergy_Bliss=9.65, Synergy_Loewe=-4.36, Synergy_HSA=1.51. (7) Drug 1: C(CC(=O)O)C(=O)CN.Cl. Drug 2: CCC1(C2=C(COC1=O)C(=O)N3CC4=CC5=C(C=CC(=C5CN(C)C)O)N=C4C3=C2)O.Cl. Cell line: OVCAR-8. Synergy scores: CSS=25.0, Synergy_ZIP=-4.19, Synergy_Bliss=-3.49, Synergy_Loewe=-36.6, Synergy_HSA=-5.73.